This data is from Full USPTO retrosynthesis dataset with 1.9M reactions from patents (1976-2016). The task is: Predict the reactants needed to synthesize the given product. (1) Given the product [CH2:2]([O:3][C:4]([C:6]1[NH:7][C:8]2[C:13]([CH:14]=1)=[C:12]([O:15][C:26]1[CH:27]=[CH:28][CH:29]=[C:24]([Cl:23])[N:25]=1)[CH:11]=[CH:10][CH:9]=2)=[O:5])[CH3:1], predict the reactants needed to synthesize it. The reactants are: [CH3:1][CH2:2][O:3][C:4]([C:6]1[N:7](C(OC(C)(C)C)=O)[C:8]2[C:13]([CH:14]=1)=[C:12]([OH:15])[CH:11]=[CH:10][CH:9]=2)=[O:5].[Cl:23][C:24]1[CH:29]=[CH:28][CH:27]=[C:26](Cl)[N:25]=1.C(=O)([O-])[O-].[K+].[K+]. (2) Given the product [F:1][C:2]([F:36])([F:37])[C:3]1[CH:4]=[C:5]([NH:13][C:14]([N:16]2[CH2:21][CH2:20][N:19]([C:22]3[C:27]([O:40][CH2:38][C:39]4[CH:20]=[CH:21][N:16]=[CH:17][CH:18]=4)=[CH:28][CH:25]=[CH:24][N:23]=3)[CH2:18][CH2:17]2)=[O:15])[CH:6]=[C:7]([C:9]([F:11])([F:12])[F:10])[CH:8]=1, predict the reactants needed to synthesize it. The reactants are: [F:1][C:2]([F:37])([F:36])[C:3]1[CH:4]=[C:5]([NH:13][C:14]([N:16]2[CH2:21][CH2:20][N:19]([C:22]3[C:27]([C:28]#CC4C=CN=CC=4)=N[CH:25]=[CH:24][N:23]=3)[CH2:18][CH2:17]2)=[O:15])[CH:6]=[C:7]([C:9]([F:12])([F:11])[F:10])[CH:8]=1.[CH2:38]([OH:40])[CH3:39]. (3) Given the product [CH3:22][N:20]1[CH:21]=[C:17]([C:15]([C:2]2[CH:7]=[N:6][C:5]([C:8]([F:11])([F:10])[F:9])=[CH:4][CH:3]=2)=[O:16])[CH:18]=[N:19]1, predict the reactants needed to synthesize it. The reactants are: Br[C:2]1[CH:3]=[CH:4][C:5]([C:8]([F:11])([F:10])[F:9])=[N:6][CH:7]=1.CON(C)[C:15]([C:17]1[CH:18]=[N:19][N:20]([CH3:22])[CH:21]=1)=[O:16]. (4) Given the product [F:1][C:2]1[CH:7]=[C:6]([F:8])[CH:5]=[CH:4][C:3]=1[N:9]1[N:13]=[C:12]([CH2:14][OH:20])[C:11]([CH3:15])=[N:10]1, predict the reactants needed to synthesize it. The reactants are: [F:1][C:2]1[CH:7]=[C:6]([F:8])[CH:5]=[CH:4][C:3]=1[N:9]1[N:13]=[C:12]([CH3:14])[C:11]([CH3:15])=[N+:10]1[O-].FC(F)(F)C(OC(=O)C(F)(F)F)=[O:20]. (5) Given the product [F:25][C:22]([F:23])([F:24])[C:17]1[CH:18]=[CH:19][CH:20]=[CH:21][C:16]=1[NH:15][C:12]1[CH:11]=[CH:10][C:9]([CH2:8][NH:7][C:5]([C:2]2([NH:1][C:32]([CH:30]3[CH2:29][CH2:28][C:27](=[O:26])[NH:31]3)=[O:33])[CH2:3][CH2:4]2)=[O:6])=[CH:14][CH:13]=1, predict the reactants needed to synthesize it. The reactants are: [NH2:1][C:2]1([C:5]([NH:7][CH2:8][C:9]2[CH:14]=[CH:13][C:12]([NH:15][C:16]3[CH:21]=[CH:20][CH:19]=[CH:18][C:17]=3[C:22]([F:25])([F:24])[F:23])=[CH:11][CH:10]=2)=[O:6])[CH2:4][CH2:3]1.[O:26]=[C:27]1[NH:31][CH:30]([C:32](O)=[O:33])[CH2:29][CH2:28]1. (6) Given the product [F:19][C:20]([F:30])([F:31])[C:21]1[CH:22]=[C:23]([CH:27]=[CH:28][CH:29]=1)[C:24]([N:1]1[CH2:5][CH2:4][CH2:3][C@@H:2]1[CH2:6][O:7][C:8]1[C:9]([C:14]([O:16][CH2:17][CH3:18])=[O:15])=[N:10][CH:11]=[CH:12][CH:13]=1)=[O:25], predict the reactants needed to synthesize it. The reactants are: [NH:1]1[CH2:5][CH2:4][CH2:3][C@@H:2]1[CH2:6][O:7][C:8]1[C:9]([C:14]([O:16][CH2:17][CH3:18])=[O:15])=[N:10][CH:11]=[CH:12][CH:13]=1.[F:19][C:20]([F:31])([F:30])[C:21]1[CH:22]=[C:23]([CH:27]=[CH:28][CH:29]=1)[C:24](O)=[O:25].COC1C=C(OC[C@H]2CCCN2C([C@H]2CC[C@H](C(F)(F)F)CC2)=O)C(C(O)=O)=NC=1. (7) Given the product [CH3:3][N:2]([C:4]1[C:9]2[CH2:10][C@@H:11]3[C:21]([C:22](=[O:23])[C:8]=2[C:7]([OH:33])=[CH:6][CH:5]=1)=[C:20]([OH:24])[C@@:19]1([OH:25])[C@H:13]([C@H:14]([N:30]([CH3:32])[CH3:31])[C:15]([OH:29])=[C:16]([C:26]([NH2:28])=[O:27])[C:17]1=[O:18])[CH2:12]3)[CH3:1], predict the reactants needed to synthesize it. The reactants are: [CH3:1][N:2]([C:4]1[C:9]2[CH2:10][C@@H:11]3[C:21]([C:22](=[O:23])[C:8]=2[C:7]([OH:33])=[CH:6][CH:5]=1)=[C:20]([OH:24])[C@@:19]1([OH:25])[C@H:13]([C@H:14]([N:30]([CH3:32])[CH3:31])[C:15]([OH:29])=[C:16]([C:26]([NH2:28])=[O:27])[C:17]1=[O:18])[CH2:12]3)[CH3:3].S([O-])([O-])(=O)=O.CN(C1C2C[C@@H]3C(C(=O)C=2C(O)=CC=1)=C(O)[C@@]1(O)[C@H]([C@H](N(C)C)C(O)=C(C(N)=O)C1=O)C3)C.Cl. (8) Given the product [NH2:14][C:13]1[C:12]2[C:15]([CH3:19])=[CH:16][CH:17]=[CH:18][C:11]=2[S:8][C:7]=1[C:6]([O:5][CH2:3][CH3:4])=[O:9], predict the reactants needed to synthesize it. The reactants are: [H-].[Na+].[CH2:3]([O:5][C:6](=[O:9])[CH2:7][SH:8])[CH3:4].Cl[C:11]1[CH:18]=[CH:17][CH:16]=[C:15]([CH3:19])[C:12]=1[C:13]#[N:14].